Predict the product of the given reaction. From a dataset of Forward reaction prediction with 1.9M reactions from USPTO patents (1976-2016). The product is: [Br:1][C:2]1[O:6][C:5]([CH2:7][NH:13][CH2:9][CH:10]([CH3:12])[CH3:11])=[CH:4][CH:3]=1. Given the reactants [Br:1][C:2]1[O:6][C:5]([CH:7]=O)=[CH:4][CH:3]=1.[CH2:9]([NH2:13])[CH:10]([CH3:12])[CH3:11].[BH4-].[Na+], predict the reaction product.